From a dataset of Forward reaction prediction with 1.9M reactions from USPTO patents (1976-2016). Predict the product of the given reaction. (1) Given the reactants [F:1][C:2]([F:25])([F:24])[C:3]1[CH:8]=[CH:7][CH:6]=[CH:5][C:4]=1[CH2:9][NH:10][CH:11]1[CH2:16][CH2:15][N:14]([C:17]([O:19][C:20]([CH3:23])([CH3:22])[CH3:21])=[O:18])[CH2:13][CH2:12]1.[Na].[CH:27](=O)[CH3:28], predict the reaction product. The product is: [F:25][C:2]([F:24])([F:1])[C:3]1[CH:8]=[CH:7][CH:6]=[CH:5][C:4]=1[CH2:9][N:10]([CH2:27][CH3:28])[CH:11]1[CH2:12][CH2:13][N:14]([C:17]([O:19][C:20]([CH3:22])([CH3:21])[CH3:23])=[O:18])[CH2:15][CH2:16]1. (2) Given the reactants [CH2:1]([O:3][C:4]1[CH:9]=[CH:8][C:7]([O:10][CH2:11][CH3:12])=[CH:6][C:5]=1[C:13]1([CH3:20])[NH:17][C:16](=[O:18])[NH:15][C:14]1=[O:19])[CH3:2].Br[CH2:22][C:23]([C:25]1[CH:30]=[CH:29][CH:28]=[CH:27][CH:26]=1)=[O:24], predict the reaction product. The product is: [CH2:1]([O:3][C:4]1[CH:9]=[CH:8][C:7]([O:10][CH2:11][CH3:12])=[CH:6][C:5]=1[C:13]1([CH3:20])[NH:17][C:16](=[O:18])[N:15]([CH2:22][C:23](=[O:24])[C:25]2[CH:30]=[CH:29][CH:28]=[CH:27][CH:26]=2)[C:14]1=[O:19])[CH3:2]. (3) Given the reactants [F:1][C:2]1[CH:9]=[C:8]([C:10]([F:13])([F:12])[F:11])[CH:7]=[CH:6][C:3]=1[CH2:4][NH2:5].ClC(Cl)(O[C:18](=[O:24])OC(Cl)(Cl)Cl)Cl.[N-:26]=[C:27]=O.CO.[CH3:31][N:32]([CH:34]=[O:35])C, predict the reaction product. The product is: [F:1][C:2]1[CH:9]=[C:8]([C:10]([F:11])([F:12])[F:13])[CH:7]=[CH:6][C:3]=1[CH2:4][NH:5][C:34]([NH:32][C:31]1[C:27]2[NH:26][C:18](=[O:24])[NH:5][C:4]=2[CH:3]=[CH:2][CH:9]=1)=[O:35].